Dataset: Full USPTO retrosynthesis dataset with 1.9M reactions from patents (1976-2016). Task: Predict the reactants needed to synthesize the given product. (1) Given the product [N:1]1[C:10]2[C:5](=[CH:6][C:7]([CH2:11][N:12]3[C:16]4=[N:17][C:18]([C:21]5[CH:22]=[CH:23][C:24]([NH2:27])=[CH:25][CH:26]=5)=[CH:19][CH:20]=[C:15]4[N:14]=[N:13]3)=[CH:8][CH:9]=2)[CH:4]=[CH:3][CH:2]=1, predict the reactants needed to synthesize it. The reactants are: [N:1]1[C:10]2[C:5](=[CH:6][C:7]([CH2:11][N:12]3[C:16]4=[N:17][C:18]([C:21]5[CH:26]=[CH:25][C:24]([NH:27]C(=O)C)=[CH:23][CH:22]=5)=[CH:19][CH:20]=[C:15]4[N:14]=[N:13]3)=[CH:8][CH:9]=2)[CH:4]=[CH:3][CH:2]=1.Cl.C(=O)(O)[O-].[Na+]. (2) Given the product [CH3:55][C:47]1([CH3:54])[C:48]2[C:53](=[CH:52][CH:51]=[CH:50][CH:49]=2)[N:45]([CH2:44][CH2:43][CH2:42][N:15]2[CH2:14][CH2:13][C:12]3([N:8]([C:5]4[CH:6]=[CH:7][C:2]([F:1])=[CH:3][CH:4]=4)[CH2:9][N:10]([CH2:19][C:20]4[CH:32]=[CH:31][CH:30]=[CH:29][C:21]=4[C:22]([O:24][C:25]([CH3:28])([CH3:26])[CH3:27])=[O:23])[C:11]3=[O:18])[CH2:17][CH2:16]2)[C:46]1=[O:56], predict the reactants needed to synthesize it. The reactants are: [F:1][C:2]1[CH:7]=[CH:6][C:5]([N:8]2[C:12]3([CH2:17][CH2:16][NH:15][CH2:14][CH2:13]3)[C:11](=[O:18])[N:10]([CH2:19][C:20]3[CH:32]=[CH:31][CH:30]=[CH:29][C:21]=3[C:22]([O:24][C:25]([CH3:28])([CH3:27])[CH3:26])=[O:23])[CH2:9]2)=[CH:4][CH:3]=1.[I-].[Na+].C(=O)([O-])[O-].[K+].[K+].Cl[CH2:42][CH2:43][CH2:44][N:45]1[C:53]2[C:48](=[CH:49][CH:50]=[CH:51][CH:52]=2)[C:47]([CH3:55])([CH3:54])[C:46]1=[O:56].